The task is: Predict the product of the given reaction.. This data is from Forward reaction prediction with 1.9M reactions from USPTO patents (1976-2016). (1) Given the reactants [CH2:1]([N:8]1[C:17]2[C:12](=[CH:13][C:14](Br)=[CH:15][CH:16]=2)[CH2:11][CH:10]([NH:19][S:20]([C:23]2[CH:28]=[CH:27][CH:26]=[CH:25][CH:24]=2)(=[O:22])=[O:21])[CH2:9]1)[C:2]1[CH:7]=[CH:6][CH:5]=[CH:4][CH:3]=1.[C:29]1([OH:35])[CH:34]=[CH:33][CH:32]=[CH:31][CH:30]=1.C([O-])([O-])=O.[K+].[K+], predict the reaction product. The product is: [CH2:1]([N:8]1[C:17]2[C:12](=[CH:13][C:14]([O:35][C:29]3[CH:34]=[CH:33][CH:32]=[CH:31][CH:30]=3)=[CH:15][CH:16]=2)[CH2:11][CH:10]([NH:19][S:20]([C:23]2[CH:28]=[CH:27][CH:26]=[CH:25][CH:24]=2)(=[O:22])=[O:21])[CH2:9]1)[C:2]1[CH:7]=[CH:6][CH:5]=[CH:4][CH:3]=1. (2) Given the reactants [CH3:1][C:2]([S@@:5]([NH2:7])=[O:6])([CH3:4])[CH3:3].[F:8][C:9]1([F:20])[O:13][C:12]2[CH:14]=[CH:15][C:16]([CH:18]=O)=[CH:17][C:11]=2[O:10]1, predict the reaction product. The product is: [F:20][C:9]1([F:8])[O:13][C:12]2[CH:14]=[CH:15][C:16](/[CH:18]=[N:7]/[S@:5]([C:2]([CH3:4])([CH3:3])[CH3:1])=[O:6])=[CH:17][C:11]=2[O:10]1. (3) The product is: [C:1]([O:5][C:6]([N:8]1[CH2:13][CH2:12][O:11][CH:10]([C:14](=[O:16])[NH:17][C:18]2[CH:22]=[C:21]([C:23]([CH3:26])([CH3:25])[CH3:24])[O:20][N:19]=2)[CH2:9]1)=[O:7])([CH3:2])([CH3:3])[CH3:4]. Given the reactants [C:1]([O:5][C:6]([N:8]1[CH2:13][CH2:12][O:11][CH:10]([C:14]([OH:16])=O)[CH2:9]1)=[O:7])([CH3:4])([CH3:3])[CH3:2].[NH2:17][C:18]1[CH:22]=[C:21]([C:23]([CH3:26])([CH3:25])[CH3:24])[O:20][N:19]=1.C(N(CC)C(C)C)(C)C.P(Cl)(Cl)(Cl)=O, predict the reaction product. (4) The product is: [Cl:21][C:22]1[CH:27]=[CH:26][C:25]([O:28][C:29]2[CH:30]=[CH:31][C:32]([CH2:35][CH2:36][NH:16][C:13]3[NH:14][CH:15]=[C:10]([CH2:9][C:6]4[CH:5]=[N:4][C:3]([O:2][CH3:1])=[N:8][CH:7]=4)[C:11](=[O:20])[N:12]=3)=[CH:33][CH:34]=2)=[CH:24][C:23]=1[C:38]([F:39])([F:40])[F:41]. Given the reactants [CH3:1][O:2][C:3]1[N:8]=[CH:7][C:6]([CH2:9][C:10]2[C:11](=[O:20])[N:12]=[C:13]([NH:16][N+]([O-])=O)[NH:14][CH:15]=2)=[CH:5][N:4]=1.[Cl:21][C:22]1[CH:27]=[CH:26][C:25]([O:28][C:29]2[CH:34]=[CH:33][C:32]([CH2:35][CH2:36]N)=[CH:31][CH:30]=2)=[CH:24][C:23]=1[C:38]([F:41])([F:40])[F:39], predict the reaction product. (5) Given the reactants C(NC(C)C)(C)C.C([Li])CCC.[Br:13][C:14]1[CH:19]=[CH:18][C:17]([F:20])=[C:16]([CH3:21])[CH:15]=1.CN([CH:25]=[O:26])C, predict the reaction product. The product is: [Br:13][C:14]1[CH:15]=[C:16]([CH3:21])[C:17]([F:20])=[C:18]([CH:19]=1)[CH:25]=[O:26]. (6) The product is: [C:12]([Si:16]([C:52]1[CH:53]=[CH:54][CH:55]=[CH:56][CH:57]=1)([C:58]1[CH:59]=[CH:60][CH:61]=[CH:62][CH:63]=1)[O:17][C:18]1([CH2:7][Si:8]([CH3:11])([CH3:10])[CH3:9])[CH2:19][CH2:20][CH:21]=[C:22]1[CH2:23][O:24][C:25]([C:26]1[CH:27]=[CH:28][CH:29]=[CH:30][CH:31]=1)([C:38]1[CH:39]=[CH:40][CH:41]=[CH:42][CH:43]=1)[C:32]1[CH:37]=[CH:36][CH:35]=[CH:34][CH:33]=1)([CH3:15])([CH3:13])[CH3:14]. Given the reactants [Mg].BrCCBr.Cl[CH2:7][Si:8]([CH3:11])([CH3:10])[CH3:9].[C:12]([Si:16]([C:58]1[CH:63]=[CH:62][CH:61]=[CH:60][CH:59]=1)([C:52]1[CH:57]=[CH:56][CH:55]=[CH:54][CH:53]=1)[O:17][CH:18]1[CH:22]([CH2:23][O:24][C:25]([C:38]2[CH:43]=[CH:42][CH:41]=[CH:40][CH:39]=2)([C:32]2[CH:37]=[CH:36][CH:35]=[CH:34][CH:33]=2)[C:26]2[CH:31]=[CH:30][CH:29]=[CH:28][CH:27]=2)[C:21](OS(C(F)(F)F)(=O)=O)=[CH:20][CH2:19]1)([CH3:15])([CH3:14])[CH3:13].[Na], predict the reaction product. (7) Given the reactants [C:1]([C:4]1[CH:13]=[CH:12][CH:11]=[C:10]([N+:14]([O-:16])=[O:15])[C:5]=1[C:6](OC)=[O:7])(=[O:3])[CH3:2].[CH3:17][NH2:18], predict the reaction product. The product is: [OH:3][C:1]1([CH3:2])[C:4]2[C:5](=[C:10]([N+:14]([O-:16])=[O:15])[CH:11]=[CH:12][CH:13]=2)[C:6](=[O:7])[N:18]1[CH3:17].